Dataset: NCI-60 drug combinations with 297,098 pairs across 59 cell lines. Task: Regression. Given two drug SMILES strings and cell line genomic features, predict the synergy score measuring deviation from expected non-interaction effect. (1) Drug 1: C1CN1P(=S)(N2CC2)N3CC3. Drug 2: N.N.Cl[Pt+2]Cl. Cell line: CAKI-1. Synergy scores: CSS=17.7, Synergy_ZIP=-5.91, Synergy_Bliss=0.471, Synergy_Loewe=-5.55, Synergy_HSA=1.24. (2) Drug 1: C1CNP(=O)(OC1)N(CCCl)CCCl. Drug 2: C(CN)CNCCSP(=O)(O)O. Cell line: UO-31. Synergy scores: CSS=-3.02, Synergy_ZIP=4.48, Synergy_Bliss=5.84, Synergy_Loewe=-3.72, Synergy_HSA=-4.33. (3) Drug 1: CC12CCC3C(C1CCC2=O)CC(=C)C4=CC(=O)C=CC34C. Drug 2: B(C(CC(C)C)NC(=O)C(CC1=CC=CC=C1)NC(=O)C2=NC=CN=C2)(O)O. Cell line: SR. Synergy scores: CSS=25.3, Synergy_ZIP=-3.75, Synergy_Bliss=-7.35, Synergy_Loewe=-23.3, Synergy_HSA=-6.13. (4) Drug 1: C1=CC(=CC=C1CCC2=CNC3=C2C(=O)NC(=N3)N)C(=O)NC(CCC(=O)O)C(=O)O. Drug 2: CN(C)C1=NC(=NC(=N1)N(C)C)N(C)C. Cell line: SW-620. Synergy scores: CSS=9.37, Synergy_ZIP=0.0382, Synergy_Bliss=-3.32, Synergy_Loewe=-21.9, Synergy_HSA=-5.57. (5) Drug 1: CC1=CC=C(C=C1)C2=CC(=NN2C3=CC=C(C=C3)S(=O)(=O)N)C(F)(F)F. Drug 2: CC1CCCC2(C(O2)CC(NC(=O)CC(C(C(=O)C(C1O)C)(C)C)O)C(=CC3=CSC(=N3)C)C)C. Cell line: RPMI-8226. Synergy scores: CSS=81.5, Synergy_ZIP=10.8, Synergy_Bliss=10.6, Synergy_Loewe=-19.9, Synergy_HSA=6.47. (6) Drug 1: CC1OCC2C(O1)C(C(C(O2)OC3C4COC(=O)C4C(C5=CC6=C(C=C35)OCO6)C7=CC(=C(C(=C7)OC)O)OC)O)O. Drug 2: C1=NNC2=C1C(=O)NC=N2. Cell line: UACC62. Synergy scores: CSS=28.6, Synergy_ZIP=-5.11, Synergy_Bliss=-1.58, Synergy_Loewe=-42.4, Synergy_HSA=-0.558.